From a dataset of Full USPTO retrosynthesis dataset with 1.9M reactions from patents (1976-2016). Predict the reactants needed to synthesize the given product. (1) Given the product [CH3:15][O:16][C:17]1[CH:24]=[CH:23][C:20]([CH2:21][N:22]2[CH2:2][CH2:1][C:3]3[N:12]=[CH:11][C:10]([CH:13]=[CH2:14])=[CH:9][C:4]=3[C:5]2=[O:7])=[CH:19][CH:18]=1, predict the reactants needed to synthesize it. The reactants are: [CH:1]([C:3]1[N:12]=[CH:11][C:10]([CH:13]=[CH2:14])=[CH:9][C:4]=1[C:5]([O:7]C)=O)=[CH2:2].[CH3:15][O:16][C:17]1[CH:24]=[CH:23][C:20]([CH2:21][NH2:22])=[CH:19][CH:18]=1. (2) Given the product [CH2:18]([O:20][P:21]([O:17][C:14]1[CH:15]=[CH:16][C:11]([CH2:10][CH2:9][NH:8][C:1](=[O:2])[O:3][C:4]([CH3:6])([CH3:7])[CH3:5])=[CH:12][CH:13]=1)([O:22][CH2:23][CH3:24])=[O:25])[CH3:19], predict the reactants needed to synthesize it. The reactants are: [C:1]([NH:8][CH2:9][CH2:10][C:11]1[CH:16]=[CH:15][C:14]([OH:17])=[CH:13][CH:12]=1)([O:3][C:4]([CH3:7])([CH3:6])[CH3:5])=[O:2].[CH2:18]([O:20][P:21](C#N)(=[O:25])[O:22][CH2:23][CH3:24])[CH3:19].C(N(CC)CC)C. (3) Given the product [OH:25][C:24]1[C:16]([CH:2]2[C:10]3[C:5](=[C:6]([C:11]([F:14])([F:13])[F:12])[CH:7]=[CH:8][CH:9]=3)[NH:4][C:3]2=[O:15])=[CH:17][C:18]2[O:22][CH2:21][O:20][C:19]=2[CH:23]=1, predict the reactants needed to synthesize it. The reactants are: O[C:2]1([C:16]2[C:24]([OH:25])=[CH:23][C:19]3[O:20][CH2:21][O:22][C:18]=3[CH:17]=2)[C:10]2[C:5](=[C:6]([C:11]([F:14])([F:13])[F:12])[CH:7]=[CH:8][CH:9]=2)[NH:4][C:3]1=[O:15].FC(F)(F)C(O)=O.C([SiH](CC)CC)C. (4) Given the product [Cl:1][C:2]1[C:20]([C:21]([F:24])([F:23])[F:22])=[CH:19][CH:18]=[CH:17][C:3]=1[C:4](=[S:34])[NH:6][CH2:7][C:8]1[S:9][CH:10]=[CH:11][C:12]=1[CH2:13][N:14]([CH3:16])[CH3:15], predict the reactants needed to synthesize it. The reactants are: [Cl:1][C:2]1[C:20]([C:21]([F:24])([F:23])[F:22])=[CH:19][CH:18]=[CH:17][C:3]=1[C:4]([NH:6][CH2:7][C:8]1[S:9][CH:10]=[CH:11][C:12]=1[CH2:13][N:14]([CH3:16])[CH3:15])=O.COC1C=CC(P2(SP(C3C=CC(OC)=CC=3)(=S)S2)=[S:34])=CC=1. (5) Given the product [CH2:35]([N:31]1[CH2:32][CH2:33][CH2:34][CH:29]([CH2:28][N:11]2[CH2:12][CH2:13][N:8]([C:6]([O:5][C:1]([CH3:4])([CH3:2])[CH3:3])=[O:7])[CH2:9][C:10]2=[O:14])[CH2:30]1)[C:36]1[CH:41]=[CH:40][CH:39]=[CH:38][CH:37]=1, predict the reactants needed to synthesize it. The reactants are: [C:1]([O:5][C:6]([N:8]1[CH2:13][CH2:12][NH:11][C:10](=[O:14])[CH2:9]1)=[O:7])([CH3:4])([CH3:3])[CH3:2].[H-].[Na+].CC1C=CC(S(O[CH2:28][CH:29]2[CH2:34][CH2:33][CH2:32][N:31]([CH2:35][C:36]3[CH:41]=[CH:40][CH:39]=[CH:38][CH:37]=3)[CH2:30]2)(=O)=O)=CC=1.